Dataset: Peptide-MHC class II binding affinity with 134,281 pairs from IEDB. Task: Regression. Given a peptide amino acid sequence and an MHC pseudo amino acid sequence, predict their binding affinity value. This is MHC class II binding data. (1) The peptide sequence is EKKYFAPTQFEPLAA. The MHC is HLA-DPA10201-DPB10501 with pseudo-sequence HLA-DPA10201-DPB10501. The binding affinity (normalized) is 0.669. (2) The peptide sequence is RQQAEMSKITQSSQC. The MHC is DRB1_0101 with pseudo-sequence DRB1_0101. The binding affinity (normalized) is 0.0754. (3) The peptide sequence is ILGAAVNGKKSAHGS. The MHC is HLA-DQA10601-DQB10402 with pseudo-sequence HLA-DQA10601-DQB10402. The binding affinity (normalized) is 0. (4) The peptide sequence is SVAYKAAVGATPEAK. The MHC is HLA-DQA10501-DQB10301 with pseudo-sequence HLA-DQA10501-DQB10301. The binding affinity (normalized) is 0.996. (5) The peptide sequence is SYLKVEIFGDTIIKA. The MHC is DRB1_0101 with pseudo-sequence DRB1_0101. The binding affinity (normalized) is 0.680. (6) The peptide sequence is EGKQSLTKLAAAWGG. The MHC is DRB5_0101 with pseudo-sequence DRB5_0101. The binding affinity (normalized) is 0.231. (7) The peptide sequence is INLIIHYVDRPGALG. The MHC is DRB1_0401 with pseudo-sequence DRB1_0401. The binding affinity (normalized) is 0.581. (8) The peptide sequence is YDKFLANVSTSLTGK. The MHC is DRB1_1001 with pseudo-sequence DRB1_1001. The binding affinity (normalized) is 0.768. (9) The peptide sequence is ATTEEQKLIEDVNAS. The MHC is DRB3_0202 with pseudo-sequence DRB3_0202. The binding affinity (normalized) is 0. (10) The peptide sequence is KEVDSLMIMKSNQKN. The MHC is DRB1_0101 with pseudo-sequence DRB1_0101. The binding affinity (normalized) is 0.619.